Dataset: Full USPTO retrosynthesis dataset with 1.9M reactions from patents (1976-2016). Task: Predict the reactants needed to synthesize the given product. Given the product [C:17]([O:21][C:22]([N:24]1[CH2:28][CH2:27][C@@H:26]([O:8][C:7](=[O:9])[C@:6]([CH:1]2[CH2:5][CH2:4][CH2:3][CH2:2]2)([OH:16])[C:10]2[CH:11]=[CH:12][CH:13]=[CH:14][CH:15]=2)[CH2:25]1)=[O:23])([CH3:20])([CH3:18])[CH3:19], predict the reactants needed to synthesize it. The reactants are: [CH:1]1([C@@:6]([OH:16])([C:10]2[CH:15]=[CH:14][CH:13]=[CH:12][CH:11]=2)[C:7]([OH:9])=[O:8])[CH2:5][CH2:4][CH2:3][CH2:2]1.[C:17]([O:21][C:22]([N:24]1[CH2:28][CH2:27][C@H:26](O)[CH2:25]1)=[O:23])([CH3:20])([CH3:19])[CH3:18].C1(P(C2C=CC=CC=2)C2C=CC=CC=2)C=CC=CC=1.N(C(OC(C)C)=O)=NC(OC(C)C)=O.